The task is: Predict the reaction yield, written as a fraction of the theoretical maximum amount of product (1.0 means a 100% yield; for example, 0.34 means a 34% yield).. This data is from Reaction yield outcomes from USPTO patents with 853,638 reactions. (1) The reactants are ClC(Cl)(Cl)C([N:5]1[CH2:10][CH2:9][N:8]([C:11]2[CH:16]=[C:15]([S:17]([N:20]3[C:28]4[C:23](=[CH:24][C:25]([Br:29])=[CH:26][CH:27]=4)[C:22]([CH:30]([F:32])[F:31])=[CH:21]3)(=[O:19])=[O:18])[CH:14]=[CH:13][C:12]=2[O:33][CH3:34])[CH2:7][CH2:6]1)=O.[OH-].[K+]. The catalyst is C1COCC1. The product is [F:32][CH:30]([F:31])[C:22]1[C:23]2[C:28](=[CH:27][CH:26]=[C:25]([Br:29])[CH:24]=2)[N:20]([S:17]([C:15]2[CH:14]=[CH:13][C:12]([O:33][CH3:34])=[C:11]([N:8]3[CH2:9][CH2:10][NH:5][CH2:6][CH2:7]3)[CH:16]=2)(=[O:19])=[O:18])[CH:21]=1. The yield is 0.700. (2) The reactants are [CH3:1][O:2][C:3]1[CH:11]=[C:10]2[C:6]([CH2:7][N:8](CC3C=CC(OC)=CC=3)[C:9]2=[O:12])=[CH:5][CH:4]=1.C(O)(C(F)(F)F)=O.S(O)(C(F)(F)F)(=O)=O.C(=O)([O-])O.[Na+]. The catalyst is ClCCl.O. The product is [CH3:1][O:2][C:3]1[CH:11]=[C:10]2[C:6]([CH2:7][NH:8][C:9]2=[O:12])=[CH:5][CH:4]=1. The yield is 0.420.